From a dataset of Full USPTO retrosynthesis dataset with 1.9M reactions from patents (1976-2016). Predict the reactants needed to synthesize the given product. Given the product [CH2:1]([N:8]1[C:16]2[C:11](=[N:12][C:13]([N:29]([C:38]([O:40][C:41]([CH3:44])([CH3:43])[CH3:42])=[O:39])[NH:30][C:31]([O:33][C:34]([CH3:35])([CH3:36])[CH3:37])=[O:32])=[CH:14][CH:15]=2)[CH:10]=[C:9]1[C:18]1[CH:19]=[N:20][N:21]([CH:23]2[CH2:28][CH2:27][CH2:26][CH2:25][O:24]2)[CH:22]=1)[C:2]1[CH:7]=[CH:6][CH:5]=[CH:4][CH:3]=1, predict the reactants needed to synthesize it. The reactants are: [CH2:1]([N:8]1[C:16]2[C:11](=[N:12][C:13](Cl)=[CH:14][CH:15]=2)[CH:10]=[C:9]1[C:18]1[CH:19]=[N:20][N:21]([CH:23]2[CH2:28][CH2:27][CH2:26][CH2:25][O:24]2)[CH:22]=1)[C:2]1[CH:7]=[CH:6][CH:5]=[CH:4][CH:3]=1.[NH:29]([C:38]([O:40][C:41]([CH3:44])([CH3:43])[CH3:42])=[O:39])[NH:30][C:31]([O:33][C:34]([CH3:37])([CH3:36])[CH3:35])=[O:32].C([O-])([O-])=O.[Cs+].[Cs+].